This data is from Full USPTO retrosynthesis dataset with 1.9M reactions from patents (1976-2016). The task is: Predict the reactants needed to synthesize the given product. (1) Given the product [OH:19][C:18]1[C:17]2[C:12](=[CH:13][C:14]([CH3:20])=[CH:15][CH:16]=2)[O:11][C:10](=[O:21])[C:9]=1[C:7]([NH:6][CH2:5][C:4]([OH:22])=[O:3])=[O:8], predict the reactants needed to synthesize it. The reactants are: C([O:3][C:4](=[O:22])[CH2:5][NH:6][C:7]([C:9]1[C:10](=[O:21])[O:11][C:12]2[C:17]([C:18]=1[OH:19])=[CH:16][CH:15]=[C:14]([CH3:20])[CH:13]=2)=[O:8])C.[OH-].[Na+]. (2) Given the product [N:18]1([C:9]2[N:10]=[C:11]([N:12]3[CH2:17][CH2:16][O:15][CH2:14][CH2:13]3)[C:6]3[N:5]=[C:4]([C:23]([O:25][CH3:26])=[O:24])[CH:3]=[CH:2][C:7]=3[N:8]=2)[CH:22]=[CH:21][N:20]=[CH:19]1, predict the reactants needed to synthesize it. The reactants are: Cl[C:2]1[C:7]2[N:8]=[C:9]([N:18]3[CH:22]=[CH:21][N:20]=[CH:19]3)[N:10]=[C:11]([N:12]3[CH2:17][CH2:16][O:15][CH2:14][CH2:13]3)[C:6]=2[N:5]=[C:4]([C:23]([O:25][CH3:26])=[O:24])[CH:3]=1.C([O-])=O.[NH4+].